This data is from Reaction yield outcomes from USPTO patents with 853,638 reactions. The task is: Predict the reaction yield, written as a fraction of the theoretical maximum amount of product (1.0 means a 100% yield; for example, 0.34 means a 34% yield). The reactants are [Li+].[BH4-].C[O:4][C:5]([C:7]1[C:11]([Cl:12])=[C:10]([Cl:13])[S:9][N:8]=1)=O. The catalyst is C1COCC1. The product is [OH:4][CH2:5][C:7]1[C:11]([Cl:12])=[C:10]([Cl:13])[S:9][N:8]=1. The yield is 0.170.